From a dataset of Forward reaction prediction with 1.9M reactions from USPTO patents (1976-2016). Predict the product of the given reaction. (1) Given the reactants [F:1][C:2]1[CH:7]=[CH:6][C:5]([C@H:8]([CH2:18][CH3:19])[CH2:9][C@:10]([OH:17])([C:13]([F:16])([F:15])[F:14])[CH:11]=O)=[C:4]([O:20][CH3:21])[C:3]=1[CH3:22].[NH2:23][C:24]1[CH:33]=[CH:32][CH:31]=[C:30]2[C:25]=1[CH:26]=[CH:27][C:28](=[O:34])[NH:29]2, predict the reaction product. The product is: [F:1][C:2]1[CH:7]=[CH:6][C:5]([C@H:8]([CH2:18][CH3:19])[CH2:9][C@:10]([OH:17])([C:13]([F:16])([F:15])[F:14])[CH:11]=[N:23][C:24]2[CH:33]=[CH:32][CH:31]=[C:30]3[C:25]=2[CH:26]=[CH:27][C:28](=[O:34])[NH:29]3)=[C:4]([O:20][CH3:21])[C:3]=1[CH3:22]. (2) The product is: [CH3:18][O:17][C:14]1[N:15]=[CH:16][C:11]2[CH:10]=[CH:9][C:8](=[O:19])[N:7]([CH2:6][CH:2]=[O:1])[C:12]=2[N:13]=1. Given the reactants [O:1]1CCO[CH:2]1[CH2:6][N:7]1[C:12]2[N:13]=[C:14]([O:17][CH3:18])[N:15]=[CH:16][C:11]=2[CH:10]=[CH:9][C:8]1=[O:19].FC(F)(F)C(O)=O.C(=O)([O-])O.[Na+], predict the reaction product.